From a dataset of Full USPTO retrosynthesis dataset with 1.9M reactions from patents (1976-2016). Predict the reactants needed to synthesize the given product. (1) Given the product [ClH:34].[Br:23][C:24]1[CH:33]=[C:32]2[C:27]([CH:28]=[CH:29][N:30]=[C:31]2[O:22][C@H:20]2[CH2:21][NH:14][C@H:15]([C:16]([O:18][CH2:1][CH3:2])=[O:17])[CH2:19]2)=[CH:26][C:25]=1[O:35][CH3:36], predict the reactants needed to synthesize it. The reactants are: [CH3:1][C:2](C)([O-])C.[K+].C([N:14]1[CH2:21][C@H:20]([OH:22])[CH2:19][C@H:15]1[C:16]([OH:18])=[O:17])(OC(C)(C)C)=O.[Br:23][C:24]1[CH:33]=[C:32]2[C:27]([CH:28]=[CH:29][N:30]=[C:31]2[Cl:34])=[CH:26][C:25]=1[O:35][CH3:36]. (2) The reactants are: NN.C1(=O)[N:7]([CH2:8][CH2:9][CH2:10][N:11]2[CH2:19][C@H:18]3[C@H:13]([CH2:14][C:15]4[CH:23]=[CH:22][CH:21]=[CH:20][C:16]=4[CH2:17]3)[CH2:12]2)C(=O)C2=CC=CC=C12.C(OCC)C. Given the product [NH2:7][CH2:8][CH2:9][CH2:10][N:11]1[CH2:19][C@H:18]2[C@H:13]([CH2:14][C:15]3[CH:23]=[CH:22][CH:21]=[CH:20][C:16]=3[CH2:17]2)[CH2:12]1, predict the reactants needed to synthesize it.